Dataset: Full USPTO retrosynthesis dataset with 1.9M reactions from patents (1976-2016). Task: Predict the reactants needed to synthesize the given product. (1) Given the product [Cl:1][C:2]1[CH:22]=[C:21]([N:23]2[CH2:27][CH2:26][CH2:25][CH2:24]2)[CH:20]=[CH:19][C:3]=1[C:4]([NH:6][C:7]1[CH:12]=[CH:11][CH:10]=[CH:9][C:8]=1[CH2:13][N:14]([C@H:15]([CH3:18])[CH2:16][OH:17])[C:28](=[O:29])[O:30][C:31]([CH3:34])([CH3:33])[CH3:32])=[O:5], predict the reactants needed to synthesize it. The reactants are: [Cl:1][C:2]1[CH:22]=[C:21]([N:23]2[CH2:27][CH2:26][CH2:25][CH2:24]2)[CH:20]=[CH:19][C:3]=1[C:4]([NH:6][C:7]1[CH:12]=[CH:11][CH:10]=[CH:9][C:8]=1[CH2:13][NH:14][C@H:15]([CH3:18])[CH2:16][OH:17])=[O:5].[C:28](O[C:28]([O:30][C:31]([CH3:34])([CH3:33])[CH3:32])=[O:29])([O:30][C:31]([CH3:34])([CH3:33])[CH3:32])=[O:29]. (2) Given the product [O:57]=[S:32]1(=[O:31])[CH2:33][CH2:34][CH:35]([NH:38][S:39]([C:42]2[CH:43]=[CH:44][C:45]([C:2]3[CH:7]=[CH:6][N:5]=[C:4]4[N:8]([S:14]([C:17]5[CH:22]=[CH:21][CH:20]=[CH:19][CH:18]=5)(=[O:16])=[O:15])[C:9]([C:11]([CH3:13])=[CH2:12])=[CH:10][C:3]=34)=[CH:46][CH:47]=2)(=[O:41])=[O:40])[CH2:36][CH2:37]1, predict the reactants needed to synthesize it. The reactants are: Br[C:2]1[CH:7]=[CH:6][N:5]=[C:4]2[N:8]([S:14]([C:17]3[CH:22]=[CH:21][CH:20]=[CH:19][CH:18]=3)(=[O:16])=[O:15])[C:9]([C:11]([CH3:13])=[CH2:12])=[CH:10][C:3]=12.[O-]P([O-])([O-])=O.[K+].[K+].[K+].[O:31]=[S:32]1(=[O:57])[CH2:37][CH2:36][CH:35]([NH:38][S:39]([C:42]2[CH:47]=[CH:46][C:45](B3OC(C)(C)C(C)(C)O3)=[CH:44][CH:43]=2)(=[O:41])=[O:40])[CH2:34][CH2:33]1. (3) Given the product [CH2:12]([N:1]1[C:9]2[C:4](=[CH:5][CH:6]=[CH:7][CH:8]=2)[C:3]([CH:10]=[O:11])=[CH:2]1)[CH3:13], predict the reactants needed to synthesize it. The reactants are: [NH:1]1[C:9]2[C:4](=[CH:5][CH:6]=[CH:7][CH:8]=2)[C:3]([CH:10]=[O:11])=[CH:2]1.[CH2:12](Br)[CH3:13].[H-].[Na+]. (4) Given the product [CH3:15][C:14]1[N:16]2[C:21]([CH:20]=[CH:19][CH:18]=[CH:17]2)=[CH:2][C:3]=1[C:5]1[CH:10]=[CH:9][C:8]([O:11][CH3:12])=[CH:7][C:6]=1[CH3:13], predict the reactants needed to synthesize it. The reactants are: Br[CH2:2][C:3]([C:5]1[CH:10]=[CH:9][C:8]([O:11][CH3:12])=[CH:7][C:6]=1[CH3:13])=O.[CH2:14]([N:16]1[CH2:21][CH2:20][CH2:19][CH2:18][CH2:17]1)[CH3:15].C(=O)([O-])[O-].[K+].[K+]. (5) Given the product [ClH:23].[N:1]1([S:6]([C:9]2[CH:14]=[CH:13][CH:12]=[CH:11][C:10]=2[CH2:15][NH2:16])(=[O:8])=[O:7])[CH2:2][CH2:3][CH2:4][CH2:5]1, predict the reactants needed to synthesize it. The reactants are: [N:1]1([S:6]([C:9]2[CH:14]=[CH:13][CH:12]=[CH:11][C:10]=2[CH2:15][NH2:16])(=[O:8])=[O:7])[CH2:5][CH2:4][CH2:3][CH2:2]1.O1CCOCC1.[ClH:23]. (6) Given the product [CH3:1][O:2][C:3](=[O:30])[CH2:4][CH:5]([N:19]1[CH2:27][C:26]2[C:21](=[C:22]([NH:28][C:31](=[O:33])[CH3:32])[CH:23]=[CH:24][CH:25]=2)[C:20]1=[O:29])[C:6]1[CH:11]=[CH:10][C:9]([O:12][CH:13]([F:15])[F:14])=[C:8]([O:16][CH2:17][CH3:18])[CH:7]=1, predict the reactants needed to synthesize it. The reactants are: [CH3:1][O:2][C:3](=[O:30])[CH2:4][CH:5]([N:19]1[CH2:27][C:26]2[C:21](=[C:22]([NH2:28])[CH:23]=[CH:24][CH:25]=2)[C:20]1=[O:29])[C:6]1[CH:11]=[CH:10][C:9]([O:12][CH:13]([F:15])[F:14])=[C:8]([O:16][CH2:17][CH3:18])[CH:7]=1.[C:31](Cl)(=[O:33])[CH3:32]. (7) Given the product [CH3:17][C:14]1[CH:13]=[CH:12][C:11]([C:10]2[CH:6]=[CH:7][NH:8][CH:9]=2)=[CH:16][CH:15]=1, predict the reactants needed to synthesize it. The reactants are: C(OC([C:6]1[C:10]([C:11]2[CH:16]=[CH:15][C:14]([CH3:17])=[CH:13][CH:12]=2)=[CH:9][NH:8][CH:7]=1)=O)C.[OH-].[Na+].[Na+].[Cl-]. (8) Given the product [O:1]=[C:2]1[C:11]2[C:6](=[CH:7][CH:8]=[CH:9][CH:10]=2)[CH:5]=[C:4]([C:12]([O:14][CH3:20])=[O:13])[NH:3]1, predict the reactants needed to synthesize it. The reactants are: [O:1]=[C:2]1[C:11]2[C:6](=[CH:7][CH:8]=[CH:9][CH:10]=2)[CH:5]=[C:4]([C:12]([OH:14])=[O:13])[NH:3]1.S(=O)(=O)(O)O.[CH3:20]O. (9) Given the product [CH2:18]([O:17][C:15]([C:14]1[N:11]=[C:9]([CH2:8][CH2:7][CH2:6][NH:5][S:2]([CH3:1])(=[O:3])=[O:4])[S:10][CH:13]=1)=[O:16])[CH3:19], predict the reactants needed to synthesize it. The reactants are: [CH3:1][S:2]([NH:5][CH2:6][CH2:7][CH2:8][C:9]([NH2:11])=[S:10])(=[O:4])=[O:3].Br[CH2:13][C:14](=O)[C:15]([O:17][CH2:18][CH3:19])=[O:16]. (10) Given the product [Cl:27][C:25]1[N:26]=[C:18]([Cl:17])[CH:19]=[CH:23][C:24]=1[C:3]([CH2:2][C:1]([O:7][CH2:8][CH3:9])=[O:6])=[O:5], predict the reactants needed to synthesize it. The reactants are: [C:1]([O:7][CH2:8][CH3:9])(=[O:6])[CH2:2][C:3]([O-:5])=O.[O-]CC.[Mg+2].[O-]CC.[Cl:17][C:18]1[N:26]=[C:25]([Cl:27])[CH:24]=[CH:23][C:19]=1C(O)=O.C(OCC)(=O)C.